This data is from Forward reaction prediction with 1.9M reactions from USPTO patents (1976-2016). The task is: Predict the product of the given reaction. (1) The product is: [OH:14][C:13]1[N:12]([C:15]2[CH:23]=[CH:22][C:18]([C:19]([N:31]3[CH2:32][CH2:33][N:28]([CH:25]([CH3:27])[CH3:26])[C@H:29]([CH3:34])[CH2:30]3)=[O:21])=[CH:17][N:16]=2)[N:11]=[CH:10][C:9]=1[C:6]1[CH:7]=[CH:8][C:3]([C:1]#[N:2])=[CH:4][C:5]=1[CH3:24]. Given the reactants [C:1]([C:3]1[CH:8]=[CH:7][C:6]([C:9]2[CH:10]=[N:11][N:12]([C:15]3[CH:23]=[CH:22][C:18]([C:19]([OH:21])=O)=[CH:17][N:16]=3)[C:13]=2[OH:14])=[C:5]([CH3:24])[CH:4]=1)#[N:2].[CH:25]([N:28]1[CH2:33][CH2:32][NH:31][CH2:30][C@H:29]1[CH3:34])([CH3:27])[CH3:26], predict the reaction product. (2) Given the reactants [Br:1][C:2]1[CH:3]=[C:4]([CH:26]=[CH:27][C:28]=1[O:29]C)[CH2:5][C@H:6]1[C@H:11]([OH:12])[C@@H:10]([NH:13][CH2:14][C:15]2[CH:20]=[C:19]([CH:21]([CH3:23])[CH3:22])[CH:18]=[CH:17][N:16]=2)[CH2:9][S:8](=[O:25])(=[O:24])[CH2:7]1.B(Br)(Br)Br.C(Cl)[Cl:36].CO, predict the reaction product. The product is: [ClH:36].[ClH:36].[Br:1][C:2]1[CH:3]=[C:4]([CH:26]=[CH:27][C:28]=1[OH:29])[CH2:5][C@H:6]1[C@H:11]([OH:12])[C@@H:10]([NH:13][CH2:14][C:15]2[CH:20]=[C:19]([CH:21]([CH3:23])[CH3:22])[CH:18]=[CH:17][N:16]=2)[CH2:9][S:8](=[O:25])(=[O:24])[CH2:7]1.